This data is from Peptide-MHC class II binding affinity with 134,281 pairs from IEDB. The task is: Regression. Given a peptide amino acid sequence and an MHC pseudo amino acid sequence, predict their binding affinity value. This is MHC class II binding data. (1) The peptide sequence is AFILDGDNLFPKV. The MHC is DRB3_0101 with pseudo-sequence DRB3_0101. The binding affinity (normalized) is 0.886. (2) The peptide sequence is DTFRKDFRVYDNFLR. The MHC is DRB1_0405 with pseudo-sequence DRB1_0405. The binding affinity (normalized) is 0.433.